Dataset: NCI-60 drug combinations with 297,098 pairs across 59 cell lines. Task: Regression. Given two drug SMILES strings and cell line genomic features, predict the synergy score measuring deviation from expected non-interaction effect. Drug 1: CC1=CC2C(CCC3(C2CCC3(C(=O)C)OC(=O)C)C)C4(C1=CC(=O)CC4)C. Drug 2: C1=CC=C(C=C1)NC(=O)CCCCCCC(=O)NO. Cell line: SW-620. Synergy scores: CSS=-3.81, Synergy_ZIP=-3.22, Synergy_Bliss=-13.9, Synergy_Loewe=-29.2, Synergy_HSA=-16.5.